Dataset: Forward reaction prediction with 1.9M reactions from USPTO patents (1976-2016). Task: Predict the product of the given reaction. Given the reactants [NH2:1][C:2]1[CH:7]=[CH:6][C:5]([S:8]([C:11]2[CH:16]=[CH:15][CH:14]=[CH:13][CH:12]=2)(=[O:10])=[O:9])=[CH:4][C:3]=1[OH:17].N1C=CC=CC=1.[Br:24][C:25]([CH3:30])([CH3:29])[C:26](Cl)=O, predict the reaction product. The product is: [C:11]1([S:8]([C:5]2[CH:6]=[CH:7][C:2]([NH:1][CH2:26][C:25]([Br:24])([CH3:30])[CH3:29])=[C:3]([OH:17])[CH:4]=2)(=[O:10])=[O:9])[CH:16]=[CH:15][CH:14]=[CH:13][CH:12]=1.